Dataset: Reaction yield outcomes from USPTO patents with 853,638 reactions. Task: Predict the reaction yield, written as a fraction of the theoretical maximum amount of product (1.0 means a 100% yield; for example, 0.34 means a 34% yield). The reactants are [CH3:1][C:2]([NH2:25])([CH3:24])[CH2:3][NH:4][C:5]([C:18]1[CH:23]=[CH:22][CH:21]=[CH:20][CH:19]=1)([C:12]1[CH:17]=[CH:16][CH:15]=[CH:14][CH:13]=1)[C:6]1[CH:11]=[CH:10][CH:9]=[CH:8][CH:7]=1.CC(N)(C)CN.C(Cl)(C1C=CC=CC=1)(C1C=CC=CC=1)C1C=CC=CC=1.[C:52]([N:60]=[C:61]=[S:62])(=[O:59])[C:53]1[CH:58]=[CH:57][CH:56]=[CH:55][CH:54]=1. No catalyst specified. The product is [CH3:24][C:2]([NH:25][C:61]([NH:60][C:52](=[O:59])[C:53]1[CH:54]=[CH:55][CH:56]=[CH:57][CH:58]=1)=[S:62])([CH3:1])[CH2:3][NH:4][C:5]([C:6]1[CH:11]=[CH:10][CH:9]=[CH:8][CH:7]=1)([C:18]1[CH:23]=[CH:22][CH:21]=[CH:20][CH:19]=1)[C:12]1[CH:13]=[CH:14][CH:15]=[CH:16][CH:17]=1. The yield is 0.440.